Dataset: Catalyst prediction with 721,799 reactions and 888 catalyst types from USPTO. Task: Predict which catalyst facilitates the given reaction. Reactant: [CH3:1][C:2]([CH2:15][CH2:16][CH2:17][CH:18]([CH3:30])[CH2:19][CH2:20][CH2:21][CH:22]([CH3:29])[CH2:23][CH2:24][CH2:25][CH:26]([CH3:28])[CH3:27])=[CH:3][CH2:4][CH2:5][CH2:6][O:7][CH2:8][C@@H:9]([C@@H:11]([CH2:13][OH:14])[OH:12])[OH:10].[CH3:31][C:32]([CH2:45][CH2:46][CH2:47][CH:48]([CH3:60])[CH2:49][CH2:50][CH2:51][CH:52]([CH3:59])[CH2:53][CH2:54][CH2:55][CH:56]([CH3:58])[CH3:57])=[CH:33][CH2:34][CH2:35][CH2:36][O:37][C@H:38]([C@@H:41]([CH2:43][OH:44])[OH:42])[CH2:39][OH:40]. Product: [CH3:1][C:2]([CH2:15][CH2:16][CH2:17][CH:18]([CH3:30])[CH2:19][CH2:20][CH2:21][CH:22]([CH3:29])[CH2:23][CH2:24][CH2:25][CH:26]([CH3:28])[CH3:27])=[CH:3][CH2:4][CH2:5][CH2:6][O:7][CH2:8][C@@H:9]([C@@H:11]([CH2:13][OH:14])[OH:12])[OH:10].[CH3:31][C:32]([CH2:45][CH2:46][CH2:47][CH:48]([CH3:60])[CH2:49][CH2:50][CH2:51][CH:52]([CH3:59])[CH2:53][CH2:54][CH2:55][CH:56]([CH3:58])[CH3:57])=[CH:33][CH2:34][CH2:35][CH2:36][O:37][C@H:38]([C@@H:41]([CH2:43][OH:44])[OH:42])[CH2:39][OH:40].[OH2:7]. The catalyst class is: 6.